This data is from Full USPTO retrosynthesis dataset with 1.9M reactions from patents (1976-2016). The task is: Predict the reactants needed to synthesize the given product. Given the product [Cl:25][C:26]1[CH:31]=[CH:30][C:29]([O:32][C:33]2[CH:38]=[CH:37][C:36]([NH:39][C:40]3[O:24][C:3]([C:4]([NH:6][C:7]4[CH:8]=[CH:9][C:10]([N:13]5[CH2:14][CH2:15][CH:16]([CH2:19][C:20]([O:22][CH3:23])=[O:21])[CH2:17][CH2:18]5)=[N:11][CH:12]=4)=[O:5])=[N:1][N:2]=3)=[CH:35][CH:34]=2)=[CH:28][CH:27]=1, predict the reactants needed to synthesize it. The reactants are: [NH:1]([C:3](=[O:24])[C:4]([NH:6][C:7]1[CH:8]=[CH:9][C:10]([N:13]2[CH2:18][CH2:17][CH:16]([CH2:19][C:20]([O:22][CH3:23])=[O:21])[CH2:15][CH2:14]2)=[N:11][CH:12]=1)=[O:5])[NH2:2].[Cl:25][C:26]1[CH:31]=[CH:30][C:29]([O:32][C:33]2[CH:38]=[CH:37][C:36]([N:39]=[C:40]=S)=[CH:35][CH:34]=2)=[CH:28][CH:27]=1.